Dataset: NCI-60 drug combinations with 297,098 pairs across 59 cell lines. Task: Regression. Given two drug SMILES strings and cell line genomic features, predict the synergy score measuring deviation from expected non-interaction effect. (1) Drug 1: C1C(C(OC1N2C=NC3=C(N=C(N=C32)Cl)N)CO)O. Drug 2: C1=CC=C(C(=C1)C(C2=CC=C(C=C2)Cl)C(Cl)Cl)Cl. Cell line: COLO 205. Synergy scores: CSS=28.4, Synergy_ZIP=-2.63, Synergy_Bliss=-7.07, Synergy_Loewe=-38.4, Synergy_HSA=-7.27. (2) Drug 1: C1CCN(CC1)CCOC2=CC=C(C=C2)C(=O)C3=C(SC4=C3C=CC(=C4)O)C5=CC=C(C=C5)O. Drug 2: C1=C(C(=O)NC(=O)N1)N(CCCl)CCCl. Cell line: K-562. Synergy scores: CSS=57.2, Synergy_ZIP=11.7, Synergy_Bliss=13.5, Synergy_Loewe=12.5, Synergy_HSA=13.1. (3) Drug 1: C1=NC2=C(N1)C(=S)N=CN2. Drug 2: CC1C(C(CC(O1)OC2CC(CC3=C2C(=C4C(=C3O)C(=O)C5=CC=CC=C5C4=O)O)(C(=O)C)O)N)O. Cell line: SK-MEL-5. Synergy scores: CSS=53.5, Synergy_ZIP=-2.57, Synergy_Bliss=-0.826, Synergy_Loewe=-14.0, Synergy_HSA=1.02. (4) Drug 1: CCCS(=O)(=O)NC1=C(C(=C(C=C1)F)C(=O)C2=CNC3=C2C=C(C=N3)C4=CC=C(C=C4)Cl)F. Drug 2: COC1=CC(=CC(=C1O)OC)C2C3C(COC3=O)C(C4=CC5=C(C=C24)OCO5)OC6C(C(C7C(O6)COC(O7)C8=CC=CS8)O)O. Cell line: MCF7. Synergy scores: CSS=35.4, Synergy_ZIP=1.27, Synergy_Bliss=0.743, Synergy_Loewe=-22.0, Synergy_HSA=-0.250. (5) Drug 1: CC12CCC(CC1=CCC3C2CCC4(C3CC=C4C5=CN=CC=C5)C)O. Drug 2: C(CN)CNCCSP(=O)(O)O. Cell line: NCI-H226. Synergy scores: CSS=-4.40, Synergy_ZIP=0.0477, Synergy_Bliss=-7.43, Synergy_Loewe=-10.4, Synergy_HSA=-9.79. (6) Drug 1: C1CCN(CC1)CCOC2=CC=C(C=C2)C(=O)C3=C(SC4=C3C=CC(=C4)O)C5=CC=C(C=C5)O. Drug 2: COC1=NC(=NC2=C1N=CN2C3C(C(C(O3)CO)O)O)N. Cell line: IGROV1. Synergy scores: CSS=-5.15, Synergy_ZIP=1.58, Synergy_Bliss=-1.21, Synergy_Loewe=-3.57, Synergy_HSA=-3.46. (7) Drug 1: CC12CCC(CC1=CCC3C2CCC4(C3CC=C4C5=CN=CC=C5)C)O. Drug 2: COC1=C2C(=CC3=C1OC=C3)C=CC(=O)O2. Cell line: TK-10. Synergy scores: CSS=4.42, Synergy_ZIP=-1.24, Synergy_Bliss=-0.618, Synergy_Loewe=-1.18, Synergy_HSA=-1.13. (8) Drug 1: C1=NC2=C(N=C(N=C2N1C3C(C(C(O3)CO)O)O)F)N. Drug 2: C(CC(=O)O)C(=O)CN.Cl. Cell line: M14. Synergy scores: CSS=8.40, Synergy_ZIP=-1.10, Synergy_Bliss=2.57, Synergy_Loewe=3.49, Synergy_HSA=3.06. (9) Drug 1: CN(C)N=NC1=C(NC=N1)C(=O)N. Cell line: KM12. Drug 2: CC12CCC3C(C1CCC2O)C(CC4=C3C=CC(=C4)O)CCCCCCCCCS(=O)CCCC(C(F)(F)F)(F)F. Synergy scores: CSS=-2.79, Synergy_ZIP=-5.92, Synergy_Bliss=-12.8, Synergy_Loewe=-9.00, Synergy_HSA=-8.58.